Dataset: Full USPTO retrosynthesis dataset with 1.9M reactions from patents (1976-2016). Task: Predict the reactants needed to synthesize the given product. Given the product [CH3:12][O:13][C:14]1[CH:21]=[CH:20][C:17]([CH2:18][N:5]([CH2:18][C:17]2[CH:20]=[CH:21][C:14]([O:9][CH3:6])=[CH:15][CH:16]=2)[S:2]([CH3:1])(=[O:4])=[O:3])=[CH:16][CH:15]=1, predict the reactants needed to synthesize it. The reactants are: [CH3:1][S:2]([NH2:5])(=[O:4])=[O:3].[C:6](=[O:9])([O-])[O-].[K+].[K+].[CH3:12][O:13][C:14]1[CH:21]=[CH:20][C:17]([CH2:18]Cl)=[CH:16][CH:15]=1.O.